This data is from Full USPTO retrosynthesis dataset with 1.9M reactions from patents (1976-2016). The task is: Predict the reactants needed to synthesize the given product. (1) Given the product [CH:36]([C:2]1[CH:35]=[CH:34][C:5]([CH2:6][N:7]2[C:12](=[N:13][C:14]3[CH:19]=[CH:18][C:17]([O:20][CH:21]([CH3:22])[CH3:23])=[C:16]([CH3:24])[CH:15]=3)[NH:11][C:10](=[O:25])[N:9]([CH2:26][C@@H:27]([C:29]([O:31][CH3:32])=[O:30])[CH3:28])[C:8]2=[O:33])=[CH:4][CH:3]=1)=[CH2:37], predict the reactants needed to synthesize it. The reactants are: Br[C:2]1[CH:35]=[CH:34][C:5]([CH2:6][N:7]2[C:12](=[N:13][C:14]3[CH:19]=[CH:18][C:17]([O:20][CH:21]([CH3:23])[CH3:22])=[C:16]([CH3:24])[CH:15]=3)[NH:11][C:10](=[O:25])[N:9]([CH2:26][C@@H:27]([C:29]([O:31][CH3:32])=[O:30])[CH3:28])[C:8]2=[O:33])=[CH:4][CH:3]=1.[CH:36](B1OC(C)(C)C(C)(C)O1)=[CH2:37].C1COCC1.C(=O)([O-])[O-].[K+].[K+]. (2) Given the product [ClH:1].[ClH:1].[CH3:3][C:4]1[CH:5]=[C:6]([O:54][S:55]([C:58]2[CH:63]=[CH:62][CH:61]=[CH:60][C:59]=2[S:64]([N:67]([CH3:75])[CH2:68][C:69]2[CH:70]=[N:71][CH:72]=[CH:73][CH:74]=2)(=[O:65])=[O:66])(=[O:57])=[O:56])[CH:7]=[C:8]([CH:18]=1)[O:9][CH2:10][CH2:11][CH2:12][O:13][NH:14][C:15]([NH2:17])=[NH:16], predict the reactants needed to synthesize it. The reactants are: [ClH:1].Cl.[CH3:3][C:4]1[CH:5]=[CH:6][C:7](OS(C2C=CC=CC=2S(N(C)CC2C=NC=CC=2)(=O)=O)(=O)=O)=[C:8]([CH:18]=1)[O:9][CH2:10][CH2:11][CH2:12][O:13][NH:14][C:15]([NH2:17])=[NH:16].CC1C=CC([O:54][S:55]([C:58]2[CH:63]=[CH:62][CH:61]=[CH:60][C:59]=2[S:64]([N:67]([CH3:75])[CH2:68][C:69]2[CH:70]=[N:71][CH:72]=[CH:73][CH:74]=2)(=[O:66])=[O:65])(=[O:57])=[O:56])=C(C=1)OCCCON.C(C(=CC1C=CC(O)=CC=1)C(O)=O)#N. (3) Given the product [Br:1][C:2]1[CH:7]=[CH:6][C:5]2[C:8]3([O:26][C:27](=[O:28])[C:4]=2[CH:3]=1)[CH2:9][CH2:10][N:11]([C:14]([C:16]1[C:24]2[C:19](=[CH:20][C:21]([Cl:25])=[CH:22][CH:23]=2)[N:18]([C:32](=[O:33])[C:31]2[CH:35]=[CH:36][CH:37]=[C:38]([F:39])[C:30]=2[F:29])[CH:17]=1)=[O:15])[CH2:12][CH2:13]3, predict the reactants needed to synthesize it. The reactants are: [Br:1][C:2]1[CH:7]=[CH:6][C:5]2[C:8]3([O:26][C:27](=[O:28])[C:4]=2[CH:3]=1)[CH2:13][CH2:12][N:11]([C:14]([C:16]1[C:24]2[C:19](=[CH:20][C:21]([Cl:25])=[CH:22][CH:23]=2)[NH:18][CH:17]=1)=[O:15])[CH2:10][CH2:9]3.[F:29][C:30]1[C:38]([F:39])=[CH:37][CH:36]=[CH:35][C:31]=1[C:32](Cl)=[O:33]. (4) Given the product [Br:1][C:2]1[CH:3]=[CH:4][C:5]([N:8]2[C:20]([CH3:28])=[C:21]([C:22]([O:24][CH2:25][CH3:26])=[O:23])[N:18]=[C:9]2[C:10]2[CH:15]=[CH:14][C:13]([Cl:16])=[CH:12][C:11]=2[Cl:17])=[CH:6][CH:7]=1, predict the reactants needed to synthesize it. The reactants are: [Br:1][C:2]1[CH:7]=[CH:6][C:5]([NH:8][C:9](=[NH:18])[C:10]2[CH:15]=[CH:14][C:13]([Cl:16])=[CH:12][C:11]=2[Cl:17])=[CH:4][CH:3]=1.Br[CH:20]([CH3:28])[C:21](=O)[C:22]([O:24][CH2:25][CH3:26])=[O:23].C([O-])([O-])=O.[Na+].[Na+]. (5) The reactants are: [C:1]([C:3]1[N:4]=[CH:5][C:6]([NH:9][C:10](=[O:18])OC2C=CC=CC=2)=[N:7][CH:8]=1)#[N:2].[NH2:19][C:20]1[C:25]([O:26][CH3:27])=[CH:24][C:23]([CH2:28][CH2:29][NH:30][C:31](=[O:39])[CH2:32][N:33]2[CH2:38][CH2:37][O:36][CH2:35][CH2:34]2)=[C:22]([Cl:40])[CH:21]=1.Cl. Given the product [ClH:40].[Cl:40][C:22]1[CH:21]=[C:20]([NH:19][C:10]([NH:9][C:6]2[CH:5]=[N:4][C:3]([C:1]#[N:2])=[CH:8][N:7]=2)=[O:18])[C:25]([O:26][CH3:27])=[CH:24][C:23]=1[CH2:28][CH2:29][NH:30][C:31](=[O:39])[CH2:32][N:33]1[CH2:34][CH2:35][O:36][CH2:37][CH2:38]1, predict the reactants needed to synthesize it. (6) Given the product [O:28]1[CH2:29][CH2:30][CH:26]([NH:25][C:3]([C:5]2[S:9][C:8](/[CH:10]=[CH:11]/[C:12]3[C:13]([C:18]4[CH:19]=[CH:20][CH:21]=[CH:22][CH:23]=4)=[N:14][O:15][C:16]=3[CH3:17])=[N:7][C:6]=2[CH3:24])=[O:4])[CH2:27]1, predict the reactants needed to synthesize it. The reactants are: CO[C:3]([C:5]1[S:9][C:8](/[CH:10]=[CH:11]/[C:12]2[C:13]([C:18]3[CH:23]=[CH:22][CH:21]=[CH:20][CH:19]=3)=[N:14][O:15][C:16]=2[CH3:17])=[N:7][C:6]=1[CH3:24])=[O:4].[NH2:25][CH:26]1[CH2:30][CH2:29][O:28][CH2:27]1.